Dataset: Full USPTO retrosynthesis dataset with 1.9M reactions from patents (1976-2016). Task: Predict the reactants needed to synthesize the given product. (1) Given the product [F:23][C:20]([F:21])([F:22])[C:17]1[N:16]=[C:15]([C:12]2[CH:11]=[CH:10][C:9]([NH2:6])=[CH:14][CH:13]=2)[NH:19][N:18]=1, predict the reactants needed to synthesize it. The reactants are: O.O.[Sn](Cl)Cl.[N+:6]([C:9]1[CH:14]=[CH:13][C:12]([C:15]2[NH:19][N:18]=[C:17]([C:20]([F:23])([F:22])[F:21])[N:16]=2)=[CH:11][CH:10]=1)([O-])=O.C(=O)([O-])O.[Na+]. (2) The reactants are: [Cl-].O[NH3+].[C:4](=[O:7])([O-])[OH:5].[Na+].[CH2:9]([C:11]1[S:42][C:14]2[N:15]([CH2:27][C:28]3[CH:33]=[CH:32][C:31]([C:34]4[C:35]([C:40]#[N:41])=[CH:36][CH:37]=[CH:38][CH:39]=4)=[CH:30][CH:29]=3)[C:16](=[O:26])[N:17]([CH2:18][C:19]3[CH:24]=[CH:23][C:22]([F:25])=[CH:21][CH:20]=3)[C:13]=2[CH:12]=1)[CH3:10].[N:43]12CCCN=C1CCCCC2. Given the product [CH2:9]([C:11]1[S:42][C:14]2[N:15]([CH2:27][C:28]3[CH:33]=[CH:32][C:31]([C:34]4[CH:39]=[CH:38][CH:37]=[CH:36][C:35]=4[C:40]4[NH:43][C:4](=[O:7])[O:5][N:41]=4)=[CH:30][CH:29]=3)[C:16](=[O:26])[N:17]([CH2:18][C:19]3[CH:20]=[CH:21][C:22]([F:25])=[CH:23][CH:24]=3)[C:13]=2[CH:12]=1)[CH3:10], predict the reactants needed to synthesize it. (3) Given the product [Cl:15][C:9]1[CH:10]=[C:5]([C:1]([CH3:4])([CH3:2])[CH3:3])[CH:6]=[CH:7][C:8]=1[OH:11], predict the reactants needed to synthesize it. The reactants are: [C:1]([C:5]1[CH:10]=[CH:9][C:8]([OH:11])=[CH:7][CH:6]=1)([CH3:4])([CH3:3])[CH3:2].S(Cl)([Cl:15])(=O)=O. (4) Given the product [CH3:10][C:11]1[C:12]([N:18]2[CH2:19][CH2:20][N:21]([C:24]([C:26]3[CH:31]=[CH:30][C:29]([N:4]4[C@H:3]([CH2:1][CH3:2])[CH2:7][CH2:6][S:5]4(=[O:9])=[O:8])=[CH:28][CH:27]=3)=[O:25])[CH2:22][CH2:23]2)=[N:13][CH:14]=[C:15]([CH3:17])[CH:16]=1, predict the reactants needed to synthesize it. The reactants are: [CH2:1]([C@@H:3]1[CH2:7][CH2:6][S:5](=[O:9])(=[O:8])[NH:4]1)[CH3:2].[CH3:10][C:11]1[C:12]([N:18]2[CH2:23][CH2:22][N:21]([C:24]([C:26]3[CH:31]=[CH:30][C:29](I)=[CH:28][CH:27]=3)=[O:25])[CH2:20][CH2:19]2)=[N:13][CH:14]=[C:15]([CH3:17])[CH:16]=1. (5) Given the product [F:34][C:35]([F:40])([F:39])[C:36]([OH:38])=[O:37].[Cl:33][C:29]1[CH:28]=[C:27]([CH:10]2[NH:9][CH:8]([C:6]([OH:7])=[O:5])[CH:12]([CH2:13][C:14]([CH3:17])([CH3:16])[CH3:15])[C:11]2([C:20]2[CH:21]=[CH:22][C:23]([Cl:26])=[CH:24][CH:25]=2)[C:18]#[N:19])[CH:32]=[CH:31][CH:30]=1, predict the reactants needed to synthesize it. The reactants are: C([O:5][C:6]([CH:8]1[CH:12]([CH2:13][C:14]([CH3:17])([CH3:16])[CH3:15])[C:11]([C:20]2[CH:25]=[CH:24][C:23]([Cl:26])=[CH:22][CH:21]=2)([C:18]#[N:19])[CH:10]([C:27]2[CH:32]=[CH:31][CH:30]=[C:29]([Cl:33])[CH:28]=2)[NH:9]1)=[O:7])(C)(C)C.[F:34][C:35]([F:40])([F:39])[C:36]([OH:38])=[O:37]. (6) Given the product [C:9]([N:12]1[CH2:17][CH2:16][N:15]([C:5](=[O:6])[CH2:4][CH2:3][CH2:2][C:1]([OH:7])=[O:8])[CH2:14][CH2:13]1)(=[O:11])[CH3:10], predict the reactants needed to synthesize it. The reactants are: [C:1]1(=[O:8])[O:7][C:5](=[O:6])[CH2:4][CH2:3][CH2:2]1.[C:9]([N:12]1[CH2:17][CH2:16][NH:15][CH2:14][CH2:13]1)(=[O:11])[CH3:10].